From a dataset of Catalyst prediction with 721,799 reactions and 888 catalyst types from USPTO. Predict which catalyst facilitates the given reaction. (1) Reactant: [Br:1][C:2]1[C:3]([CH2:12][O:13][C:14]2[CH:19]=[CH:18][C:17]([Cl:20])=[C:16]([Cl:21])[CH:15]=2)=[CH:4][C:5]2[N:6]([C:8]([NH2:11])=[N:9][N:10]=2)[CH:7]=1.C(N(CC)CC)C.[CH3:29][S:30](Cl)(=[O:32])=[O:31]. Product: [Br:1][C:2]1[C:3]([CH2:12][O:13][C:14]2[CH:19]=[CH:18][C:17]([Cl:20])=[C:16]([Cl:21])[CH:15]=2)=[CH:4][C:5]2[N:6]([C:8]([NH:11][S:30]([CH3:29])(=[O:32])=[O:31])=[N:9][N:10]=2)[CH:7]=1. The catalyst class is: 4. (2) Reactant: [NH2:1][CH2:2][CH:3]1[CH2:8][CH2:7][O:6][CH2:5][CH2:4]1.C[Al](C)C.[Cl:13][C:14]1[CH:15]=[C:16]([NH:20][C:21]2[N:26]=[CH:25][C:24]3[C:27](=[O:32])[O:28][C:29]([CH3:31])([CH3:30])[C:23]=3[CH:22]=2)[CH:17]=[CH:18][CH:19]=1. Product: [Cl:13][C:14]1[CH:15]=[C:16]([NH:20][C:21]2[CH:22]=[C:23]([C:29]([CH3:31])([OH:28])[CH3:30])[C:24]([C:27]([NH:1][CH2:2][CH:3]3[CH2:8][CH2:7][O:6][CH2:5][CH2:4]3)=[O:32])=[CH:25][N:26]=2)[CH:17]=[CH:18][CH:19]=1. The catalyst class is: 665. (3) Reactant: [C:1]([C:4]1[C:12]2[C:7](=[CH:8][C:9]([O:13][C:14]3[N:19]=[CH:18][CH:17]=[CH:16][N:15]=3)=[CH:10][CH:11]=2)[N:6]([CH2:20][C:21](O)=[O:22])[CH:5]=1)(=[O:3])[CH3:2].Cl.[Cl:25][C:26]1[C:27]([F:42])=[C:28]([CH:39]=[CH:40][CH:41]=1)[CH2:29][NH:30][C:31]([C@@H:33]1[CH2:37][C@@H:36]([F:38])[CH2:35][NH:34]1)=[O:32].CN(C(ON1N=NC2C=CC=NC1=2)=[N+](C)C)C.F[P-](F)(F)(F)(F)F.CCN(C(C)C)C(C)C. Product: [C:1]([C:4]1[C:12]2[C:7](=[CH:8][C:9]([O:13][C:14]3[N:15]=[CH:16][CH:17]=[CH:18][N:19]=3)=[CH:10][CH:11]=2)[N:6]([CH2:20][C:21]([N:34]2[CH2:35][C@H:36]([F:38])[CH2:37][C@H:33]2[C:31]([NH:30][CH2:29][C:28]2[CH:39]=[CH:40][CH:41]=[C:26]([Cl:25])[C:27]=2[F:42])=[O:32])=[O:22])[CH:5]=1)(=[O:3])[CH3:2]. The catalyst class is: 3. (4) Reactant: [CH3:1][C:2]1[O:3][C:4]2[C:10]3=[C:11]([S:19][CH3:20])[S:12][C:13]([C:14]([O:16]CC)=[O:15])=[C:9]3[CH2:8][CH2:7][C:5]=2[N:6]=1.C(O)C.[OH-].[Na+].Cl. Product: [CH3:1][C:2]1[O:3][C:4]2[C:10]3=[C:11]([S:19][CH3:20])[S:12][C:13]([C:14]([OH:16])=[O:15])=[C:9]3[CH2:8][CH2:7][C:5]=2[N:6]=1. The catalyst class is: 132. (5) Reactant: Cl[CH2:2][CH2:3][CH2:4][O:5][C:6]1[CH:15]=[C:14]2[C:9]([C:10]([C:16]3[C:20]([C:21]4[CH:26]=[CH:25][CH:24]=[CH:23][N:22]=4)=[N:19][N:18]4[CH2:27][CH2:28][CH2:29][C:17]=34)=[CH:11][CH:12]=[N:13]2)=[CH:8][CH:7]=1.[I-].[Na+].[CH3:32][NH:33][CH3:34].O1CCCC1. Product: [CH3:32][N:33]([CH3:34])[CH2:2][CH2:3][CH2:4][O:5][C:6]1[CH:15]=[C:14]2[C:9]([C:10]([C:16]3[C:20]([C:21]4[CH:26]=[CH:25][CH:24]=[CH:23][N:22]=4)=[N:19][N:18]4[CH2:27][CH2:28][CH2:29][C:17]=34)=[CH:11][CH:12]=[N:13]2)=[CH:8][CH:7]=1. The catalyst class is: 9. (6) Reactant: [CH3:1][O:2][C:3]1[CH:4]=[C:5]([C:11]([C:13]2[CH:18]=[C:17]([O:19][CH3:20])[CH:16]=[C:15]([O:21][CH3:22])[CH:14]=2)=[O:12])[CH:6]=[C:7]([O:9][CH3:10])[CH:8]=1.[CH2:23]1COC[CH2:24]1.C([Mg]Br)#C.CC(C)=O.CCCCCC. Product: [CH3:22][O:21][C:15]1[CH:14]=[C:13]([C:11]([C:5]2[CH:6]=[C:7]([O:9][CH3:10])[CH:8]=[C:3]([O:2][CH3:1])[CH:4]=2)([OH:12])[C:23]#[CH:24])[CH:18]=[C:17]([O:19][CH3:20])[CH:16]=1. The catalyst class is: 27. (7) Reactant: [NH:1]1[CH2:9][CH2:8][CH2:7][CH:3]([C:4]([OH:6])=[O:5])[CH2:2]1.[F:10][C:11]([F:26])([F:25])[C:12]1[CH:13]=[C:14]([CH:18]=[C:19]([C:21]([F:24])([F:23])[F:22])[CH:20]=1)[C:15](Cl)=[O:16].C(N(CC)CC)C. Product: [F:10][C:11]([F:25])([F:26])[C:12]1[CH:13]=[C:14]([CH:18]=[C:19]([C:21]([F:24])([F:22])[F:23])[CH:20]=1)[C:15]([N:1]1[CH2:9][CH2:8][CH2:7][CH:3]([C:4]([OH:6])=[O:5])[CH2:2]1)=[O:16]. The catalyst class is: 4. (8) Reactant: C([O:8][C:9]1[C:14]([NH:15]C(=O)OCC2C=CC=CC=2)=[CH:13][N:12]=[C:11]([N:26]2[CH:30]=[CH:29][CH:28]=[N:27]2)[N:10]=1)C1C=CC=CC=1.[H][H]. Product: [NH2:15][C:14]1[C:9]([OH:8])=[N:10][C:11]([N:26]2[CH:30]=[CH:29][CH:28]=[N:27]2)=[N:12][CH:13]=1. The catalyst class is: 123. (9) Reactant: [CH3:1][C:2]1[N:10]([C:11]([C:13]2[CH:14]=[CH:15][C:16]([Cl:19])=[CH:17][CH:18]=2)=O)[C:9]2[CH:8]=[CH:7][C:6]([O:20][CH3:21])=[CH:5][C:4]=2[C:3]=1[CH2:22][C:23](O)=[O:24].B(F)(F)F.CCOCC.[BH4-].[Na+]. Product: [Cl:19][C:16]1[CH:17]=[CH:18][C:13]([CH2:11][N:10]2[C:9]3[C:4](=[CH:5][C:6]([O:20][CH3:21])=[CH:7][CH:8]=3)[C:3]([CH2:22][CH2:23][OH:24])=[C:2]2[CH3:1])=[CH:14][CH:15]=1. The catalyst class is: 1. (10) Reactant: Br.[CH3:2][C:3]1[N:4]([CH2:10][CH2:11][O:12][CH2:13][C:14]([F:17])([F:16])[F:15])[C:5](=[NH:9])[S:6][C:7]=1[CH3:8].C(N(CC)CC)C.[C:25]12([C:35](Cl)=[O:36])[CH2:34][CH:29]3[CH2:30][CH:31]([CH2:33][CH:27]([CH2:28]3)[CH2:26]1)[CH2:32]2. Product: [C:13]([O-:36])(=[O:12])[CH3:14].[NH4+:4].[CH3:2][C:3]1[N:4]([CH2:10][CH2:11][O:12][CH2:13][C:14]([F:17])([F:16])[F:15])[C:5](=[N:9][C:35]([C:25]23[CH2:34][CH:29]4[CH2:28][CH:27]([CH2:33][CH:31]([CH2:30]4)[CH2:32]2)[CH2:26]3)=[O:36])[S:6][C:7]=1[CH3:8]. The catalyst class is: 1.